From a dataset of Catalyst prediction with 721,799 reactions and 888 catalyst types from USPTO. Predict which catalyst facilitates the given reaction. (1) Reactant: [F:1][C:2]1[CH:3]=[C:4]([CH:18]=[CH:19][CH:20]=1)[CH2:5][NH:6][C:7](=[O:17])[NH:8][C:9]1[S:10][CH:11]=[C:12]([C:14]([O-])=[O:15])[N:13]=1.[H-].[H-].[H-].[H-].[Li+].[Al+3].OS([O-])(=O)=O.[Na+].CCOC(C)=O. Product: [F:1][C:2]1[CH:3]=[C:4]([CH:18]=[CH:19][CH:20]=1)[CH2:5][NH:6][C:7]([NH:8][C:9]1[S:10][CH:11]=[C:12]([CH2:14][OH:15])[N:13]=1)=[O:17]. The catalyst class is: 1. (2) Reactant: [H-].[Na+].[C:3]([O:7][CH2:8][CH3:9])(=[O:6])[CH2:4][OH:5].Cl[C:11]1[C:16]([CH3:17])=[CH:15][C:14]([N+:18]([O-:20])=[O:19])=[CH:13][N:12]=1.O. Product: [CH3:17][C:16]1[C:11]([O:5][CH2:4][C:3]([O:7][CH2:8][CH3:9])=[O:6])=[N:12][CH:13]=[C:14]([N+:18]([O-:20])=[O:19])[CH:15]=1. The catalyst class is: 7. (3) Reactant: [H-].[Na+].[C:3]([O:7][C:8]([N:10]1[CH2:15][CH2:14][CH:13]([OH:16])[CH2:12][CH2:11]1)=[O:9])([CH3:6])([CH3:5])[CH3:4].Cl[C:18]1[CH:23]=[CH:22][C:21]([N+:24]([O-:26])=[O:25])=[CH:20][N:19]=1.C(=O)(O)[O-].[Na+]. Product: [C:3]([O:7][C:8]([N:10]1[CH2:15][CH2:14][CH:13]([O:16][C:18]2[CH:23]=[CH:22][C:21]([N+:24]([O-:26])=[O:25])=[CH:20][N:19]=2)[CH2:12][CH2:11]1)=[O:9])([CH3:6])([CH3:4])[CH3:5]. The catalyst class is: 56. (4) Reactant: Cl.[OH:2][CH2:3][C:4]1[C:5]([O:21][CH:22]2[CH2:27][CH2:26][NH:25][CH2:24][CH2:23]2)=[CH:6][C:7](=[O:20])[N:8]([C:10]2[CH:15]=[CH:14][C:13]([S:16]([CH3:19])(=[O:18])=[O:17])=[CH:12][CH:11]=2)[N:9]=1.CCN(C(C)C)C(C)C.[Cl:37][C:38]1[CH:39]=[N:40][C:41](I)=[N:42][CH:43]=1.CCOC(C)=O. Product: [Cl:37][C:38]1[CH:39]=[N:40][C:41]([N:25]2[CH2:26][CH2:27][CH:22]([O:21][C:5]3[C:4]([CH2:3][OH:2])=[N:9][N:8]([C:10]4[CH:11]=[CH:12][C:13]([S:16]([CH3:19])(=[O:18])=[O:17])=[CH:14][CH:15]=4)[C:7](=[O:20])[CH:6]=3)[CH2:23][CH2:24]2)=[N:42][CH:43]=1. The catalyst class is: 37. (5) Reactant: [CH3:1][N:2]([CH3:12])[C:3]1[CH:4]=[N:5][C:6]([N+:9]([O-])=O)=[CH:7][CH:8]=1. Product: [CH3:1][N:2]([CH3:12])[C:3]1[CH:8]=[CH:7][C:6]([NH2:9])=[N:5][CH:4]=1. The catalyst class is: 8. (6) Reactant: [CH3:1][O:2][CH2:3][C:4]1[CH:13]=[C:12](O)[C:11]2[C:6](=[N:7][C:8]([C:15]3[C:20]([C:21]([F:24])([F:23])[F:22])=[CH:19][CH:18]=[CH:17][N:16]=3)=[CH:9][CH:10]=2)[N:5]=1.O=P(Cl)(Cl)[Cl:27].N1C(C)=CC=CC=1C. Product: [Cl:27][C:12]1[C:11]2[C:6](=[N:7][C:8]([C:15]3[C:20]([C:21]([F:24])([F:23])[F:22])=[CH:19][CH:18]=[CH:17][N:16]=3)=[CH:9][CH:10]=2)[N:5]=[C:4]([CH2:3][O:2][CH3:1])[CH:13]=1. The catalyst class is: 22.